Task: Regression. Given a peptide amino acid sequence and an MHC pseudo amino acid sequence, predict their binding affinity value. This is MHC class I binding data.. Dataset: Peptide-MHC class I binding affinity with 185,985 pairs from IEDB/IMGT (1) The peptide sequence is VSYLCHLIT. The MHC is H-2-Kb with pseudo-sequence H-2-Kb. The binding affinity (normalized) is 0.378. (2) The peptide sequence is FTLSFGNST. The MHC is HLA-B07:02 with pseudo-sequence HLA-B07:02. The binding affinity (normalized) is 0.0847. (3) The peptide sequence is DCFLWHVRK. The MHC is HLA-A68:01 with pseudo-sequence HLA-A68:01. The binding affinity (normalized) is 0.380. (4) The peptide sequence is AYIDNYNKF. The MHC is Patr-A0701 with pseudo-sequence Patr-A0701. The binding affinity (normalized) is 0.585. (5) The peptide sequence is TIEGRKVMLY. The MHC is HLA-A33:01 with pseudo-sequence HLA-A33:01. The binding affinity (normalized) is 0.0804.